Dataset: Catalyst prediction with 721,799 reactions and 888 catalyst types from USPTO. Task: Predict which catalyst facilitates the given reaction. (1) Reactant: [H-].[Na+].[CH:3]1([O:7][CH2:8][C@H:9]([OH:20])[C:10]([NH:12][C:13]2[CH:18]=[N:17][C:16]([CH3:19])=[CH:15][N:14]=2)=[O:11])[CH2:6][CH2:5][CH2:4]1.Cl[C:22]1[N:27]=[CH:26][N:25]=[C:24]2[N:28]([C:31]3[C:32]([CH3:37])=[N:33][CH:34]=[CH:35][CH:36]=3)[N:29]=[CH:30][C:23]=12.C(O)(=O)CC(CC(O)=O)(C(O)=O)O. Product: [CH:3]1([O:7][CH2:8][C@H:9]([O:20][C:22]2[N:27]=[CH:26][N:25]=[C:24]3[N:28]([C:31]4[C:32]([CH3:37])=[N:33][CH:34]=[CH:35][CH:36]=4)[N:29]=[CH:30][C:23]=23)[C:10]([NH:12][C:13]2[CH:18]=[N:17][C:16]([CH3:19])=[CH:15][N:14]=2)=[O:11])[CH2:6][CH2:5][CH2:4]1. The catalyst class is: 1. (2) Reactant: FC(F)(F)C(O)=O.C([CH:12]([C@H:16]1[CH2:22][CH2:21][C@H:20]([C:23]2[CH:28]=[CH:27][CH:26]=[CH:25][CH:24]=2)[CH2:19][N:18]([CH2:29][CH2:30][O:31][CH3:32])[C:17]1=[O:33])[C:13]([O-:15])=[O:14])(C)(C)C. Product: [CH3:32][O:31][CH2:30][CH2:29][N:18]1[CH2:19][C@@H:20]([C:23]2[CH:28]=[CH:27][CH:26]=[CH:25][CH:24]=2)[CH2:21][CH2:22][C@H:16]([CH2:12][C:13]([OH:15])=[O:14])[C:17]1=[O:33]. The catalyst class is: 4. (3) Reactant: [ClH:1].Cl.[NH2:3][C:4]1[CH:9]=[CH:8][C:7]([NH:10][C:11](=[O:26])[CH2:12][N:13]2[CH2:18][CH2:17][CH:16]([CH2:19][C:20]3[CH:25]=[CH:24][CH:23]=[CH:22][CH:21]=3)[CH2:15][CH2:14]2)=[CH:6][CH:5]=1.[CH:27](=O)[C:28]1[CH:33]=[CH:32][CH:31]=[CH:30][CH:29]=1. Product: [ClH:1].[ClH:1].[CH2:27]([NH:3][C:4]1[CH:9]=[CH:8][C:7]([NH:10][C:11](=[O:26])[CH2:12][N:13]2[CH2:18][CH2:17][CH:16]([CH2:19][C:20]3[CH:25]=[CH:24][CH:23]=[CH:22][CH:21]=3)[CH2:15][CH2:14]2)=[CH:6][CH:5]=1)[C:28]1[CH:33]=[CH:32][CH:31]=[CH:30][CH:29]=1. The catalyst class is: 757. (4) Reactant: N#N.Br[C:4]1[CH:9]=[C:8]([C:10]([CH3:18])([CH3:17])[O:11][SiH2:12][C:13]([CH3:16])([CH3:15])[CH3:14])[CH:7]=[CH:6][N:5]=1.[Li]CCCC.CN(C)[C:26](=[O:28])[CH3:27].[NH4+].[Cl-]. Product: [C:13]([SiH2:12][O:11][C:10]([CH3:18])([CH3:17])[C:8]1[CH:7]=[CH:6][N:5]=[C:4]([C:26](=[O:28])[CH3:27])[CH:9]=1)([CH3:16])([CH3:15])[CH3:14]. The catalyst class is: 28.